This data is from Full USPTO retrosynthesis dataset with 1.9M reactions from patents (1976-2016). The task is: Predict the reactants needed to synthesize the given product. (1) Given the product [C:1]([O:5][C:6]([N:8]1[CH2:13][CH2:12][N:11]([C:23](=[O:26])[CH:24]=[CH2:25])[CH2:10][CH2:9]1)=[O:7])([CH3:4])([CH3:2])[CH3:3], predict the reactants needed to synthesize it. The reactants are: [C:1]([O:5][C:6]([N:8]1[CH2:13][CH2:12][NH:11][CH2:10][CH2:9]1)=[O:7])([CH3:4])([CH3:3])[CH3:2].C(N(C(C)C)CC)(C)C.[C:23](Cl)(=[O:26])[CH:24]=[CH2:25]. (2) The reactants are: [Br:1][C:2]1[CH:3]=[CH:4][C:5]2[O:9][CH:8]([CH3:10])[C:7](=O)[C:6]=2[CH:12]=1.[CH2:13]([O:15][C:16](=[O:37])[CH:17]=P(C1C=CC=CC=1)(C1C=CC=CC=1)C1C=CC=CC=1)[CH3:14]. Given the product [CH2:13]([O:15][C:16](=[O:37])[CH2:17][C:7]1[C:6]2[CH:12]=[C:2]([Br:1])[CH:3]=[CH:4][C:5]=2[O:9][C:8]=1[CH3:10])[CH3:14], predict the reactants needed to synthesize it. (3) The reactants are: [C:1]([O:5][C:6]([N:8]1[C:13]2[CH:14]=[C:15]([Cl:26])[C:16]([O:18]CC3C=CC=CC=3)=[CH:17][C:12]=2[O:11][CH:10]([C:27]([N:29]2[CH2:34][CH2:33][C:32]([C:43]([O:45][CH2:46][CH3:47])=[O:44])([CH2:35][C:36]3[CH:41]=[CH:40][C:39]([F:42])=[CH:38][CH:37]=3)[CH2:31][CH2:30]2)=[O:28])[CH2:9]1)=[O:7])([CH3:4])([CH3:3])[CH3:2]. Given the product [C:1]([O:5][C:6]([N:8]1[C:13]2[CH:14]=[C:15]([Cl:26])[C:16]([OH:18])=[CH:17][C:12]=2[O:11][CH:10]([C:27]([N:29]2[CH2:30][CH2:31][C:32]([C:43]([O:45][CH2:46][CH3:47])=[O:44])([CH2:35][C:36]3[CH:41]=[CH:40][C:39]([F:42])=[CH:38][CH:37]=3)[CH2:33][CH2:34]2)=[O:28])[CH2:9]1)=[O:7])([CH3:3])([CH3:4])[CH3:2], predict the reactants needed to synthesize it. (4) Given the product [C:5]([C:9]1[NH:10][C:11]2[C:16]([CH:17]=1)=[CH:15][C:14]([N+:18]([O-:20])=[O:19])=[CH:13][C:12]=2[C:21]([O:23][CH3:24])=[O:22])([CH3:8])([CH3:6])[CH3:7], predict the reactants needed to synthesize it. The reactants are: O=S(Cl)Cl.[C:5]([C:9]1[NH:10][C:11]2[C:16]([CH:17]=1)=[CH:15][C:14]([N+:18]([O-:20])=[O:19])=[CH:13][C:12]=2[C:21]([OH:23])=[O:22])([CH3:8])([CH3:7])[CH3:6].[CH3:24]O. (5) Given the product [OH:7][CH2:6][CH2:5][C@@H:4]([CH3:3])[C:10]([NH:12][C:13]1[CH:17]=[CH:16][N:15]([CH3:18])[N:14]=1)=[O:11], predict the reactants needed to synthesize it. The reactants are: [BH4-].[Li+].[CH3:3][C@@H:4]([C:10]([NH:12][C:13]1[CH:17]=[CH:16][N:15]([CH3:18])[N:14]=1)=[O:11])[CH2:5][C:6](OC)=[O:7].[Cl-].[NH4+].